Regression. Given a peptide amino acid sequence and an MHC pseudo amino acid sequence, predict their binding affinity value. This is MHC class I binding data. From a dataset of Peptide-MHC class I binding affinity with 185,985 pairs from IEDB/IMGT. (1) The peptide sequence is QVGIFLICK. The MHC is HLA-A26:03 with pseudo-sequence HLA-A26:03. The binding affinity (normalized) is 0.0847. (2) The peptide sequence is SMLCWLGMT. The MHC is HLA-A02:12 with pseudo-sequence HLA-A02:12. The binding affinity (normalized) is 0.412.